Task: Regression. Given two drug SMILES strings and cell line genomic features, predict the synergy score measuring deviation from expected non-interaction effect.. Dataset: Merck oncology drug combination screen with 23,052 pairs across 39 cell lines (1) Drug 1: CCc1c2c(nc3ccc(O)cc13)-c1cc3c(c(=O)n1C2)COC(=O)C3(O)CC. Drug 2: Cn1cc(-c2cnn3c(N)c(Br)c(C4CCCNC4)nc23)cn1. Cell line: SKMES1. Synergy scores: synergy=-8.45. (2) Drug 1: O=C(O)C1(Cc2cccc(Nc3nccs3)n2)CCC(Oc2cccc(Cl)c2F)CC1. Drug 2: CC1(c2nc3c(C(N)=O)cccc3[nH]2)CCCN1. Cell line: VCAP. Synergy scores: synergy=8.98. (3) Drug 1: COc1cccc2c1C(=O)c1c(O)c3c(c(O)c1C2=O)CC(O)(C(=O)CO)CC3OC1CC(N)C(O)C(C)O1. Drug 2: Cn1cc(-c2cnn3c(N)c(Br)c(C4CCCNC4)nc23)cn1. Cell line: ZR751. Synergy scores: synergy=-0.508. (4) Drug 1: N.N.O=C(O)C1(C(=O)O)CCC1.[Pt]. Drug 2: Cn1c(=O)n(-c2ccc(C(C)(C)C#N)cc2)c2c3cc(-c4cnc5ccccc5c4)ccc3ncc21. Cell line: PA1. Synergy scores: synergy=18.1.